From a dataset of Full USPTO retrosynthesis dataset with 1.9M reactions from patents (1976-2016). Predict the reactants needed to synthesize the given product. (1) Given the product [CH3:1][O:2][C:3]1[CH:44]=[CH:43][C:6]([C:7]([O:20][CH2:21][C@H:22]2[O:26][C@@H:25]([N:27]3[CH:35]=[C:33]([CH3:34])[C:31](=[O:32])[NH:30][C:28]3=[O:29])[C@H:24]([CH:47]=[CH2:48])[C@@H:23]2[OH:37])([C:14]2[CH:15]=[CH:16][CH:17]=[CH:18][CH:19]=2)[C:8]2[CH:9]=[CH:10][CH:11]=[CH:12][CH:13]=2)=[CH:5][CH:4]=1, predict the reactants needed to synthesize it. The reactants are: [CH3:1][O:2][C:3]1[CH:44]=[CH:43][C:6]([C:7]([O:20][CH2:21][C@H:22]2[O:26][C@@H:25]([N:27]3[CH:35]=[C:33]([CH3:34])[C:31](=[O:32])[NH:30][C:28]3=[O:29])[C@H:24](I)[C@:23]2([SiH2]C=C(C)C)[OH:37])([C:14]2[CH:19]=[CH:18][CH:17]=[CH:16][CH:15]=2)[C:8]2[CH:13]=[CH:12][CH:11]=[CH:10][CH:9]=2)=[CH:5][CH:4]=1.N(C(C)(C)C#N)=N[C:47](C)(C)[C:48]#N.C[Sn](C)C.C[Sn](C)C.[F-].C([N+](CCCC)(CCCC)CCCC)CCC.C1COCC1. (2) Given the product [Cl:15][C:16]1[C:21]([C:22]([F:23])([F:24])[F:25])=[C:20]([O:14][CH2:13][C@H:11]2[CH2:12][C@@H:10]2[C:3]2[C:4]([O:8][CH3:9])=[CH:5][CH:6]=[CH:7][C:2]=2[F:1])[CH:19]=[CH:18][N:17]=1, predict the reactants needed to synthesize it. The reactants are: [F:1][C:2]1[CH:7]=[CH:6][CH:5]=[C:4]([O:8][CH3:9])[C:3]=1[C@@H:10]1[CH2:12][C@H:11]1[CH2:13][OH:14].[Cl:15][C:16]1[C:21]([C:22]([F:25])([F:24])[F:23])=[C:20](Cl)[CH:19]=[CH:18][N:17]=1.